From a dataset of Forward reaction prediction with 1.9M reactions from USPTO patents (1976-2016). Predict the product of the given reaction. (1) Given the reactants C(OC(=O)[NH:7][CH:8]([CH3:30])[CH2:9][C:10]1[CH:15]=[CH:14][CH:13]=[C:12]([N:16]=C(C2C=CC=CC=2)C2C=CC=CC=2)[CH:11]=1)(C)(C)C, predict the reaction product. The product is: [NH2:7][CH:8]([CH3:30])[CH2:9][C:10]1[CH:11]=[C:12]([NH2:16])[CH:13]=[CH:14][CH:15]=1. (2) Given the reactants [NH2:1][C:2]1[CH:3]=[C:4]2[N:10]([C:11](=[O:23])[C:12]3[C:17]([C:18]([F:21])([F:20])[F:19])=[CH:16][CH:15]=[CH:14][C:13]=3[Cl:22])[N:9]=[C:8]([C:24]3[CH:33]=[CH:32][C:27]([C:28]([O:30][CH3:31])=[O:29])=[CH:26][C:25]=3[F:34])[C:5]2=[N:6][CH:7]=1.[H-].[Na+].Br[CH2:38][CH2:39][O:40][CH3:41].[NH4+].[Cl-], predict the reaction product. The product is: [Cl:22][C:13]1[CH:14]=[CH:15][CH:16]=[C:17]([C:18]([F:20])([F:19])[F:21])[C:12]=1[C:11]([N:10]1[C:4]2[C:5](=[N:6][CH:7]=[C:2]([NH:1][CH2:38][CH2:39][O:40][CH3:41])[CH:3]=2)[C:8]([C:24]2[CH:33]=[CH:32][C:27]([C:28]([O:30][CH3:31])=[O:29])=[CH:26][C:25]=2[F:34])=[N:9]1)=[O:23]. (3) Given the reactants [N:1]1([C:5]2[C:10]([CH:11]([C:13]3[CH:14]=[N:15][N:16]([CH3:28])[C:17]=3[C:18]3[CH:23]=[CH:22][C:21]([C:24]([F:27])([F:26])[F:25])=[CH:20][N:19]=3)[OH:12])=[C:9]([Cl:29])[N:8]=[CH:7][N:6]=2)[CH2:4][CH2:3][CH2:2]1.CC(OI1(OC(C)=O)(OC(C)=O)OC(=O)C2C=CC=CC1=2)=O, predict the reaction product. The product is: [N:1]1([C:5]2[C:10]([C:11]([C:13]3[CH:14]=[N:15][N:16]([CH3:28])[C:17]=3[C:18]3[CH:23]=[CH:22][C:21]([C:24]([F:27])([F:25])[F:26])=[CH:20][N:19]=3)=[O:12])=[C:9]([Cl:29])[N:8]=[CH:7][N:6]=2)[CH2:4][CH2:3][CH2:2]1. (4) Given the reactants [N+:1]([C:4]1[CH:12]=[CH:11][CH:10]=[CH:9][C:5]=1[C:6](Cl)=[O:7])([O-:3])=[O:2].C([O-])([O-])=O.[Na+].[Na+].[CH3:19][C:20]([OH:23])([CH3:22])[CH3:21], predict the reaction product. The product is: [N+:1]([C:4]1[CH:12]=[CH:11][CH:10]=[CH:9][C:5]=1[C:6]([O:23][C:20]([CH3:22])([CH3:21])[CH3:19])=[O:7])([O-:3])=[O:2]. (5) Given the reactants [CH3:1][C:2]1[CH:3]=[C:4]([OH:11])[C:5](=[CH:9][CH:10]=1)[C:6]([OH:8])=[O:7].C(OC(C(F)(F)F)=O)(C(F)(F)F)=O.[CH3:25][C:26]([CH3:28])=O, predict the reaction product. The product is: [CH3:25][C:26]1([CH3:28])[O:11][C:4]2[CH:3]=[C:2]([CH3:1])[CH:10]=[CH:9][C:5]=2[C:6](=[O:8])[O:7]1. (6) The product is: [NH+:1]1([O-:18])[C:5]2=[N:6][CH:7]=[CH:8][CH:9]=[C:4]2[CH:3]=[CH:2]1. Given the reactants [NH:1]1[C:5]2=[N:6][CH:7]=[CH:8][CH:9]=[C:4]2[CH:3]=[CH:2]1.C1C=C(Cl)C=C(C(OO)=[O:18])C=1, predict the reaction product. (7) The product is: [Cl:25][C:21]1[CH:20]=[C:19]([NH:18][C:17]([C:12]2[N:13]=[C:14]([CH3:16])[S:15][C:11]=2[NH:10][C:6]2[CH:7]=[CH:8][CH:9]=[C:4]([CH2:3][OH:2])[CH:5]=2)=[O:26])[CH:24]=[CH:23][CH:22]=1. Given the reactants C[O:2][C:3](=O)[C:4]1[CH:9]=[CH:8][CH:7]=[C:6]([NH:10][C:11]2[S:15][C:14]([CH3:16])=[N:13][C:12]=2[C:17](=[O:26])[NH:18][C:19]2[CH:24]=[CH:23][CH:22]=[C:21]([Cl:25])[CH:20]=2)[CH:5]=1.[H-].[Al+3].[Li+].[H-].[H-].[H-], predict the reaction product. (8) Given the reactants Br[C:2]1[C:7]([C:8]([OH:11])([CH3:10])[CH3:9])=[CH:6][CH:5]=[CH:4][N:3]=1.[F:12][C:13]1[CH:18]=[CH:17][C:16](/[CH:19]=[CH:20]/[C:21]2[CH:26]=[CH:25][C:24]([S:27]([O-:29])=[O:28])=[CH:23][CH:22]=2)=[CH:15][CH:14]=1.[Na+], predict the reaction product. The product is: [F:12][C:13]1[CH:14]=[CH:15][C:16](/[CH:19]=[CH:20]/[C:21]2[CH:26]=[CH:25][C:24]([S:27]([C:2]3[C:7]([C:8]([OH:11])([CH3:10])[CH3:9])=[CH:6][CH:5]=[CH:4][N:3]=3)(=[O:29])=[O:28])=[CH:23][CH:22]=2)=[CH:17][CH:18]=1.